From a dataset of Peptide-MHC class I binding affinity with 185,985 pairs from IEDB/IMGT. Regression. Given a peptide amino acid sequence and an MHC pseudo amino acid sequence, predict their binding affinity value. This is MHC class I binding data. (1) The peptide sequence is ATFEVFLAK. The MHC is HLA-A02:03 with pseudo-sequence HLA-A02:03. The binding affinity (normalized) is 0.0847. (2) The peptide sequence is YPPPRYITV. The MHC is HLA-A01:01 with pseudo-sequence HLA-A01:01. The binding affinity (normalized) is 0.0847. (3) The peptide sequence is PPIPVGDIY. The MHC is HLA-A02:06 with pseudo-sequence HLA-A02:06. The binding affinity (normalized) is 0. (4) The peptide sequence is PYCYDTNLL. The MHC is HLA-A26:01 with pseudo-sequence HLA-A26:01. The binding affinity (normalized) is 0. (5) The peptide sequence is RQAGVQYSRA. The MHC is HLA-A02:06 with pseudo-sequence HLA-A02:06. The binding affinity (normalized) is 0.362. (6) The MHC is HLA-A02:01 with pseudo-sequence HLA-A02:01. The binding affinity (normalized) is 0. The peptide sequence is YTYPDSLEE.